Dataset: Peptide-MHC class I binding affinity with 185,985 pairs from IEDB/IMGT. Task: Regression. Given a peptide amino acid sequence and an MHC pseudo amino acid sequence, predict their binding affinity value. This is MHC class I binding data. (1) The peptide sequence is TMMRHRREL. The binding affinity (normalized) is 0.0847. The MHC is HLA-A02:03 with pseudo-sequence HLA-A02:03. (2) The peptide sequence is KHDFIDNPL. The MHC is HLA-B58:01 with pseudo-sequence HLA-B58:01. The binding affinity (normalized) is 0.0847. (3) The peptide sequence is RVFNEYGFVL. The MHC is HLA-A02:01 with pseudo-sequence HLA-A02:01. The binding affinity (normalized) is 0.419. (4) The peptide sequence is KETINEEAA. The MHC is HLA-B45:01 with pseudo-sequence HLA-B45:01. The binding affinity (normalized) is 0.780. (5) The binding affinity (normalized) is 0.0361. The MHC is HLA-A02:01 with pseudo-sequence HLA-A02:01. The peptide sequence is STTGEWPLII. (6) The peptide sequence is CYSSVNDRLV. The MHC is HLA-A29:02 with pseudo-sequence HLA-A29:02. The binding affinity (normalized) is 0.124. (7) The peptide sequence is HPNIEEVAL. The MHC is HLA-A03:01 with pseudo-sequence HLA-A03:01. The binding affinity (normalized) is 0. (8) The peptide sequence is IWWEQYMQY. The MHC is HLA-A29:02 with pseudo-sequence HLA-A29:02. The binding affinity (normalized) is 1.00.